Dataset: Full USPTO retrosynthesis dataset with 1.9M reactions from patents (1976-2016). Task: Predict the reactants needed to synthesize the given product. (1) Given the product [F:1][CH:2]([F:11])[O:3][C:4]1[CH:9]=[CH:8][C:7]([B:15]2[O:16][C:17]([CH3:19])([CH3:18])[C:13]([CH3:29])([CH3:12])[O:14]2)=[CH:6][CH:5]=1, predict the reactants needed to synthesize it. The reactants are: [F:1][CH:2]([F:11])[O:3][C:4]1[CH:9]=[CH:8][C:7](I)=[CH:6][CH:5]=1.[CH3:12][C:13]1([CH3:29])[C:17]([CH3:19])([CH3:18])[O:16][B:15]([B:15]2[O:16][C:17]([CH3:19])([CH3:18])[C:13]([CH3:29])([CH3:12])[O:14]2)[O:14]1.C(O[K])(C)=O. (2) Given the product [ClH:1].[ClH:1].[Cl:1][C:2]1[CH:7]=[CH:6][CH:5]=[C:4]([F:8])[C:3]=1[NH:9][C:10]1[NH:11][C:12]2[C:18]3[CH2:19][C:20]([CH3:23])([CH3:22])[O:21][C:17]=3[C:16]([C:24]([NH:26][C:27]3[CH:32]=[CH:31][C:30]([F:33])=[C:29]([C:34]([F:37])([F:36])[F:35])[CH:28]=3)=[O:25])=[CH:15][C:13]=2[N:14]=1, predict the reactants needed to synthesize it. The reactants are: [Cl:1][C:2]1[CH:7]=[CH:6][CH:5]=[C:4]([F:8])[C:3]=1[NH:9][C:10]1[NH:11][C:12]2[C:18]3[CH2:19][C:20]([CH3:23])([CH3:22])[O:21][C:17]=3[C:16]([C:24]([NH:26][C:27]3[CH:32]=[CH:31][C:30]([F:33])=[C:29]([C:34]([F:37])([F:36])[F:35])[CH:28]=3)=[O:25])=[CH:15][C:13]=2[N:14]=1. (3) Given the product [Cl:49][C:17]1[C:16]([N:14]2[CH2:13][CH2:12][O:11][CH:10]([CH2:9][OH:8])[CH2:15]2)=[CH:21][C:20]([C:22]#[N:23])=[CH:19][C:18]=1[NH:24][C:25]1[N:30]=[C:29]([N:31]([CH:41]2[CH2:43][CH2:42]2)[CH2:32][C:33]2[CH:34]=[CH:35][C:36]([O:39][CH3:40])=[CH:37][CH:38]=2)[C:28]2=[N:44][CH:45]=[C:46]([C:47]#[N:48])[N:27]2[N:26]=1, predict the reactants needed to synthesize it. The reactants are: [Si]([O:8][CH2:9][CH:10]1[CH2:15][N:14]([C:16]2[C:17]([Cl:49])=[C:18]([NH:24][C:25]3[N:30]=[C:29]([N:31]([CH:41]4[CH2:43][CH2:42]4)[CH2:32][C:33]4[CH:38]=[CH:37][C:36]([O:39][CH3:40])=[CH:35][CH:34]=4)[C:28]4=[N:44][CH:45]=[C:46]([C:47]#[N:48])[N:27]4[N:26]=3)[CH:19]=[C:20]([C:22]#[N:23])[CH:21]=2)[CH2:13][CH2:12][O:11]1)(C(C)(C)C)(C)C.CCCC[N+](CCCC)(CCCC)CCCC.[F-].[Cl-].[NH4+].C(OCC)(=O)C. (4) The reactants are: C(Cl)Cl.[OH2:4].[O-]Cl=O.[Na+].[CH3:9][C:10]([C@H:12]1[C@@H:16]2[C@@H:17]3[C@@:30]([CH3:33])([CH2:31][CH2:32][C@@:15]2([CH:39]=[O:40])[CH2:14][CH2:13]1)[C@@:29]1([CH3:34])[C@@H:20]([C@:21]2([CH3:38])[C@@H:26]([CH2:27][CH2:28]1)[C:25]([CH3:36])([CH3:35])[C@@H:24]([OH:37])[CH2:23][CH2:22]2)[CH2:19][CH2:18]3)=[CH2:11]. Given the product [CH3:11][C:10]([C@H:12]1[C@@H:16]2[C@@H:17]3[C@@:30]([CH3:33])([CH2:31][CH2:32][C@@:15]2([C:39]([OH:4])=[O:40])[CH2:14][CH2:13]1)[C@@:29]1([CH3:34])[C@@H:20]([C@:21]2([CH3:38])[C@@H:26]([CH2:27][CH2:28]1)[C:25]([CH3:36])([CH3:35])[C@@H:24]([OH:37])[CH2:23][CH2:22]2)[CH2:19][CH2:18]3)=[CH2:9], predict the reactants needed to synthesize it. (5) Given the product [C:1]([O:5][C@H:6]([C:7]([OH:9])=[O:8])[C:10]1[C:11]([C:25]2[CH:26]=[CH:27][C:28]([Cl:31])=[CH:29][CH:30]=2)=[C:12]2[C:17](=[CH:18][C:19]=1[CH3:20])[N:16]=[C:15]([C:21]([OH:23])=[O:22])[CH:14]=[CH:13]2)([CH3:4])([CH3:2])[CH3:3], predict the reactants needed to synthesize it. The reactants are: [C:1]([O:5][C@@H:6]([C:10]1[C:11]([C:25]2[CH:30]=[CH:29][C:28]([Cl:31])=[CH:27][CH:26]=2)=[C:12]2[C:17](=[CH:18][C:19]=1[CH3:20])[N:16]=[C:15]([C:21]([O:23]C)=[O:22])[CH:14]=[CH:13]2)[C:7]([OH:9])=[O:8])([CH3:4])([CH3:3])[CH3:2].C(O[C@@H](C1C(C2C=CC(Cl)=CC=2)=C2C(=CC=1C)N=C(CN(C)C1C=CC=CC=1)C=C2)CO)(C)(C)C. (6) Given the product [F:50][C:32]([F:31])([F:51])[C:33]([NH:35][CH2:36][C:37]1[CH:42]=[CH:41][C:40]([F:43])=[C:39]([CH:44]2[CH2:49][CH2:48][N:47]([C:18]([C:10]3[C:11]4[C:16](=[C:15]([CH3:17])[CH:14]=[CH:13][CH:12]=4)[N:8]([CH2:7][CH2:6][N:1]4[CH:5]=[CH:4][N:3]=[CH:2]4)[CH:9]=3)=[O:20])[CH2:46][CH2:45]2)[CH:38]=1)=[O:34], predict the reactants needed to synthesize it. The reactants are: [N:1]1([CH2:6][CH2:7][N:8]2[C:16]3[C:11](=[CH:12][CH:13]=[CH:14][C:15]=3[CH3:17])[C:10]([C:18]([OH:20])=O)=[CH:9]2)[CH:5]=[CH:4][N:3]=[CH:2]1.CCN(C(C)C)C(C)C.Cl.[F:31][C:32]([F:51])([F:50])[C:33]([NH:35][CH2:36][C:37]1[CH:42]=[CH:41][C:40]([F:43])=[C:39]([CH:44]2[CH2:49][CH2:48][NH:47][CH2:46][CH2:45]2)[CH:38]=1)=[O:34].CCN=C=NCCCN(C)C. (7) Given the product [I:1][C:2]1[CH:7]=[CH:6][CH:5]=[CH:4][C:3]=1[B:14]([OH:19])[OH:15], predict the reactants needed to synthesize it. The reactants are: [I:1][C:2]1[CH:7]=[CH:6][CH:5]=[CH:4][C:3]=1I.C([Mg]Cl)(C)C.[B:14](OC(C)C)([O:19]C(C)C)[O:15]C(C)C.Cl. (8) Given the product [CH3:13][NH:14][CH:11]1[C:2]2=[N:1][CH:6]=[CH:5][CH:4]=[C:3]2[CH2:7][CH2:8][CH2:9][CH2:10]1, predict the reactants needed to synthesize it. The reactants are: [N:1]1[CH:6]=[CH:5][CH:4]=[C:3]2[CH2:7][CH2:8][CH2:9][CH2:10][C:11](=O)[C:2]=12.[CH3:13][NH2:14]. (9) Given the product [CH3:5][Si:6]([O:2][PH:1](=[O:4])[O:3][Si:6]([CH3:13])([CH3:12])[CH3:5])([CH3:13])[CH3:12], predict the reactants needed to synthesize it. The reactants are: [P:1]([OH:4])([OH:3])[OH:2].[CH3:5][Si:6]([CH3:13])([CH3:12])O[Si:6]([CH3:13])([CH3:12])[CH3:5]. (10) Given the product [OH:1][CH:2]([C:4]1[CH:5]=[C:6]2[C:29](=[CH:30][CH:31]=1)[C:10]1=[N:11][O:12][C:13]([C:14]3[C:18]([C:19]([F:22])([F:20])[F:21])=[C:17]([C:23]4[CH:24]=[CH:25][CH:26]=[CH:27][CH:28]=4)[O:16][N:15]=3)=[C:9]1[CH2:8][CH2:7]2)[CH2:3][N:32]1[CH2:37][CH2:36][CH2:35][C@H:34]([CH2:38][C:39]([O:41][CH2:42][CH3:43])=[O:40])[CH2:33]1, predict the reactants needed to synthesize it. The reactants are: [O:1]1[CH2:3][CH:2]1[C:4]1[CH:5]=[C:6]2[C:29](=[CH:30][CH:31]=1)[C:10]1=[N:11][O:12][C:13]([C:14]3[C:18]([C:19]([F:22])([F:21])[F:20])=[C:17]([C:23]4[CH:28]=[CH:27][CH:26]=[CH:25][CH:24]=4)[O:16][N:15]=3)=[C:9]1[CH2:8][CH2:7]2.[NH:32]1[CH2:37][CH2:36][CH2:35][C@H:34]([CH2:38][C:39]([O:41][CH2:42][CH3:43])=[O:40])[CH2:33]1.